From a dataset of Full USPTO retrosynthesis dataset with 1.9M reactions from patents (1976-2016). Predict the reactants needed to synthesize the given product. (1) Given the product [CH2:1]([N:3]1[C:7]2=[N:8][C:9]([C:24]3[CH:29]=[CH:28][CH:27]=[CH:26][CH:25]=3)=[C:10]([C:19]([OH:21])=[O:20])[C:11]([C:12]3[CH:13]=[N:14][CH:15]=[C:16]([CH3:18])[CH:17]=3)=[C:6]2[CH:5]=[N:4]1)[CH3:2], predict the reactants needed to synthesize it. The reactants are: [CH2:1]([N:3]1[C:7]2=[N:8][C:9]([C:24]3[CH:29]=[CH:28][CH:27]=[CH:26][CH:25]=3)=[C:10]([C:19]([O:21]CC)=[O:20])[C:11]([C:12]3[CH:13]=[N:14][CH:15]=[C:16]([CH3:18])[CH:17]=3)=[C:6]2[CH:5]=[N:4]1)[CH3:2].[OH-].[K+]. (2) The reactants are: [CH2:1]([C:8]1[NH:12][C:11]2[CH:13]=[CH:14][C:15]([C:17]#[N:18])=[CH:16][C:10]=2[N:9]=1)[C:2]1[CH:7]=[CH:6][CH:5]=[CH:4][CH:3]=1.N. Given the product [CH2:1]([C:8]1[NH:12][C:11]2[CH:13]=[CH:14][C:15]([CH2:17][NH2:18])=[CH:16][C:10]=2[N:9]=1)[C:2]1[CH:3]=[CH:4][CH:5]=[CH:6][CH:7]=1, predict the reactants needed to synthesize it. (3) Given the product [CH2:30]([O:32][C:33](=[O:37])[CH2:34][CH2:35][NH:36][C:23](=[O:24])[C:22]1[CH:26]=[CH:27][C:19]([CH:11]([C:12]2[CH:17]=[CH:16][CH:15]=[CH:14][C:13]=2[CH3:18])[CH2:10][C:9]([C:4]2[CH:5]=[CH:6][C:7](=[O:8])[N:2]([CH3:1])[CH:3]=2)=[O:28])=[CH:20][CH:21]=1)[CH3:31], predict the reactants needed to synthesize it. The reactants are: [CH3:1][N:2]1[C:7](=[O:8])[CH:6]=[CH:5][C:4]([C:9](=[O:28])[CH2:10][CH:11]([C:19]2[CH:27]=[CH:26][C:22]([C:23](O)=[O:24])=[CH:21][CH:20]=2)[C:12]2[CH:17]=[CH:16][CH:15]=[CH:14][C:13]=2[CH3:18])=[CH:3]1.Cl.[CH2:30]([O:32][C:33](=[O:37])[CH2:34][CH2:35][NH2:36])[CH3:31].CN([P+](ON1N=NC2C=CC=CC1=2)(N(C)C)N(C)C)C.F[P-](F)(F)(F)(F)F. (4) Given the product [CH3:1][N:2]([CH3:7])[S:3]([N:17]1[CH:18]=[CH:19][N:20]=[C:16]1[CH3:15])(=[O:5])=[O:4], predict the reactants needed to synthesize it. The reactants are: [CH3:1][N:2]([CH3:7])[S:3](Cl)(=[O:5])=[O:4].CCN(CC)CC.[CH3:15][C:16]1[NH:17][CH:18]=[CH:19][N:20]=1. (5) Given the product [Br:19][C:15]1[CH:14]=[C:13]([NH:12][C:8]2[C:9]3[CH:10]=[N:11][C:2]([NH:1][C:27](=[O:30])[CH:28]=[CH2:29])=[CH:3][C:4]=3[N:5]=[CH:6][N:7]=2)[CH:18]=[CH:17][CH:16]=1, predict the reactants needed to synthesize it. The reactants are: [NH2:1][C:2]1[N:11]=[CH:10][C:9]2[C:8]([NH:12][C:13]3[CH:18]=[CH:17][CH:16]=[C:15]([Br:19])[CH:14]=3)=[N:7][CH:6]=[N:5][C:4]=2[CH:3]=1.CCN(CC)CC.[C:27](Cl)(=[O:30])[CH:28]=[CH2:29]. (6) Given the product [C:24]([P:28]([C:30]([CH3:33])([CH3:32])[CH3:31])[C:8]1[N:7]([C:5]([N:4]([CH:1]([CH3:3])[CH3:2])[CH:16]([CH3:18])[CH3:17])=[O:6])[C:11]2[CH:12]=[CH:13][CH:14]=[CH:15][C:10]=2[N:9]=1)([CH3:27])([CH3:26])[CH3:25], predict the reactants needed to synthesize it. The reactants are: [CH:1]([N:4]([CH:16]([CH3:18])[CH3:17])[C:5]([N:7]1[C:11]2[CH:12]=[CH:13][CH:14]=[CH:15][C:10]=2[N:9]=[CH:8]1)=[O:6])([CH3:3])[CH3:2].[Li]CCCC.[C:24]([P:28]([C:30]([CH3:33])([CH3:32])[CH3:31])Cl)([CH3:27])([CH3:26])[CH3:25]. (7) Given the product [CH:35]([NH:38][C:39]([C:41]1[C:50](=[O:51])[C:49]2[C:44](=[N:45][CH:46]=[CH:47][CH:48]=2)[N:43]([C:52]2[CH:53]=[CH:54][CH:55]=[C:56]([C:2]3[CH:3]=[CH:4][C:5]([OH:11])=[C:6]([C:8](=[O:10])[CH3:9])[CH:7]=3)[CH:57]=2)[CH:42]=1)=[O:40])([CH3:37])[CH3:36], predict the reactants needed to synthesize it. The reactants are: Br[C:2]1[CH:3]=[CH:4][C:5]([OH:11])=[C:6]([C:8](=[O:10])[CH3:9])[CH:7]=1.B1(B2OC(C)(C)C(C)(C)O2)OC(C)(C)C(C)(C)O1.C([O-])(=O)C.[K+].[CH:35]([NH:38][C:39]([C:41]1[C:50](=[O:51])[C:49]2[C:44](=[N:45][CH:46]=[CH:47][CH:48]=2)[N:43]([C:52]2[CH:57]=[CH:56][CH:55]=[C:54](Br)[CH:53]=2)[CH:42]=1)=[O:40])([CH3:37])[CH3:36].C(=O)([O-])[O-].[Na+].[Na+].